Task: Predict the reaction yield, written as a fraction of the theoretical maximum amount of product (1.0 means a 100% yield; for example, 0.34 means a 34% yield).. Dataset: Reaction yield outcomes from USPTO patents with 853,638 reactions The reactants are [NH2:1][C:2]1[CH:7]=[CH:6][C:5]([C@@H:8]2[CH2:14][C@@H:13]3[C@H:9]2[CH2:10][N:11]([C:15](=[O:18])[CH2:16][CH3:17])[CH2:12]3)=[CH:4][CH:3]=1.[F:19][C:20]([F:33])([F:32])[O:21][C:22]1[CH:27]=[CH:26][C:25]([S:28](Cl)(=[O:30])=[O:29])=[CH:24][CH:23]=1. No catalyst specified. The product is [C:15]([N:11]1[CH2:10][C@@H:9]2[C@@H:13]([CH2:14][C@H:8]2[C:5]2[CH:4]=[CH:3][C:2]([NH:1][S:28]([C:25]3[CH:24]=[CH:23][C:22]([O:21][C:20]([F:19])([F:32])[F:33])=[CH:27][CH:26]=3)(=[O:30])=[O:29])=[CH:7][CH:6]=2)[CH2:12]1)(=[O:18])[CH2:16][CH3:17]. The yield is 0.860.